This data is from Full USPTO retrosynthesis dataset with 1.9M reactions from patents (1976-2016). The task is: Predict the reactants needed to synthesize the given product. (1) Given the product [F:23][C:20]([F:21])([F:22])[C:18]1[CH:17]=[C:16]([C:24]([CH3:45])([CH3:44])[C:25]([N:27]([C:29]2[CH:30]=[N:31][C:32]([N:6]3[C@H:5]([CH2:7][OH:8])[CH2:4][N:3]4[CH2:9][CH2:10][CH2:11][C@@H:2]4[CH2:1]3)=[CH:33][C:34]=2[C:35]2[CH:40]=[CH:39][C:38]([F:41])=[CH:37][C:36]=2[CH3:42])[CH3:28])=[O:26])[CH:15]=[C:14]([C:13]([F:47])([F:12])[F:46])[CH:19]=1, predict the reactants needed to synthesize it. The reactants are: [CH2:1]1[NH:6][C@H:5]([CH2:7][OH:8])[CH2:4][N:3]2[CH2:9][CH2:10][CH2:11][C@H:2]12.[F:12][C:13]([F:47])([F:46])[C:14]1[CH:15]=[C:16]([C:24]([CH3:45])([CH3:44])[C:25]([N:27]([C:29]2[CH:30]=[N:31][C:32](Cl)=[CH:33][C:34]=2[C:35]2[CH:40]=[CH:39][C:38]([F:41])=[CH:37][C:36]=2[CH3:42])[CH3:28])=[O:26])[CH:17]=[C:18]([C:20]([F:23])([F:22])[F:21])[CH:19]=1.C1(P(C2CCCCC2)C2C=CC=CC=2C2C=CC=CC=2N(C)C)CCCCC1.C(=O)([O-])[O-].[Cs+].[Cs+]. (2) The reactants are: [CH3:1][C:2]1[C:3]([C:7]([O:9][CH3:10])=[O:8])=[CH:4][NH:5][CH:6]=1.[Br:11]N1C(=O)CCC1=O. Given the product [Br:11][C:6]1[NH:5][CH:4]=[C:3]([C:7]([O:9][CH3:10])=[O:8])[C:2]=1[CH3:1], predict the reactants needed to synthesize it. (3) Given the product [C:5]([C:4]1[CH:7]=[C:8]([N:10]([CH2:11][C:12]2[CH:13]=[CH:14][C:15]([S:18]([CH3:21])(=[O:20])=[O:19])=[CH:16][CH:17]=2)[C:29](=[O:30])[CH2:28][C:22]2[CH:27]=[CH:26][CH:25]=[CH:24][CH:23]=2)[CH:9]=[C:2]([F:1])[CH:3]=1)#[N:6], predict the reactants needed to synthesize it. The reactants are: [F:1][C:2]1[CH:3]=[C:4]([CH:7]=[C:8]([NH:10][CH2:11][C:12]2[CH:17]=[CH:16][C:15]([S:18]([CH3:21])(=[O:20])=[O:19])=[CH:14][CH:13]=2)[CH:9]=1)[C:5]#[N:6].[C:22]1([CH2:28][C:29](Cl)=[O:30])[CH:27]=[CH:26][CH:25]=[CH:24][CH:23]=1. (4) Given the product [CH3:36][N:28]1[CH2:29][C:30](=[O:31])[N:26]([C:22]2[CH:23]=[CH:24][CH:25]=[C:20]([C:11]3[C:12]4[C:7](=[CH:6][C:5]([O:4][CH3:3])=[C:14]5[O:15][C:16]([CH3:19])([CH3:18])[CH2:17][C:13]5=4)[CH2:8][C:9]([CH3:34])([CH3:33])[N:10]=3)[CH:21]=2)[C:27]1=[O:32], predict the reactants needed to synthesize it. The reactants are: [H-].[Na+].[CH3:3][O:4][C:5]1[CH:6]=[C:7]2[C:12](=[C:13]3[CH2:17][C:16]([CH3:19])([CH3:18])[O:15][C:14]=13)[C:11]([C:20]1[CH:21]=[C:22]([N:26]3[C:30](=[O:31])[CH2:29][NH:28][C:27]3=[O:32])[CH:23]=[CH:24][CH:25]=1)=[N:10][C:9]([CH3:34])([CH3:33])[CH2:8]2.I[CH3:36].O.